This data is from NCI-60 drug combinations with 297,098 pairs across 59 cell lines. The task is: Regression. Given two drug SMILES strings and cell line genomic features, predict the synergy score measuring deviation from expected non-interaction effect. (1) Drug 1: CC1C(C(CC(O1)OC2CC(CC3=C2C(=C4C(=C3O)C(=O)C5=C(C4=O)C(=CC=C5)OC)O)(C(=O)C)O)N)O.Cl. Drug 2: CC1=C2C(C(=O)C3(C(CC4C(C3C(C(C2(C)C)(CC1OC(=O)C(C(C5=CC=CC=C5)NC(=O)C6=CC=CC=C6)O)O)OC(=O)C7=CC=CC=C7)(CO4)OC(=O)C)O)C)OC(=O)C. Cell line: KM12. Synergy scores: CSS=24.6, Synergy_ZIP=-7.76, Synergy_Bliss=-9.91, Synergy_Loewe=-2.44, Synergy_HSA=-1.50. (2) Drug 1: COC1=CC(=CC(=C1O)OC)C2C3C(COC3=O)C(C4=CC5=C(C=C24)OCO5)OC6C(C(C7C(O6)COC(O7)C8=CC=CS8)O)O. Drug 2: C1=CN(C(=O)N=C1N)C2C(C(C(O2)CO)O)O.Cl. Cell line: RXF 393. Synergy scores: CSS=25.9, Synergy_ZIP=-6.89, Synergy_Bliss=-4.69, Synergy_Loewe=-0.856, Synergy_HSA=-0.133. (3) Drug 1: COC1=CC(=CC(=C1O)OC)C2C3C(COC3=O)C(C4=CC5=C(C=C24)OCO5)OC6C(C(C7C(O6)COC(O7)C8=CC=CS8)O)O. Drug 2: CCC1(C2=C(COC1=O)C(=O)N3CC4=CC5=C(C=CC(=C5CN(C)C)O)N=C4C3=C2)O.Cl. Cell line: MDA-MB-435. Synergy scores: CSS=18.9, Synergy_ZIP=-1.20, Synergy_Bliss=5.81, Synergy_Loewe=-27.8, Synergy_HSA=4.37.